This data is from Forward reaction prediction with 1.9M reactions from USPTO patents (1976-2016). The task is: Predict the product of the given reaction. (1) Given the reactants [Cl:1][C:2]1[N:10]=[C:9]2[C:5]([N:6]=[CH:7][N:8]2[CH2:11][C:12]2[CH:17]=[CH:16][CH:15]=[C:14]([CH2:18][C:19]([O:21][CH3:22])=[O:20])[CH:13]=2)=[C:4]([NH2:23])[N:3]=1.[O:24]1[CH:29]=[CH:28][CH2:27][CH2:26][CH2:25]1.C(=O)([O-])O.[Na+], predict the reaction product. The product is: [Cl:1][C:2]1[N:10]=[C:9]2[C:5]([N:6]=[CH:7][N:8]2[CH2:11][C:12]2[CH:17]=[CH:16][CH:15]=[C:14]([CH2:18][C:19]([O:21][CH3:22])=[O:20])[CH:13]=2)=[C:4]([NH:23][CH:25]2[CH2:26][CH2:27][CH2:28][CH2:29][O:24]2)[N:3]=1. (2) Given the reactants [C:1]([N:5]1[CH2:10][CH2:9][N:8]([CH2:11][C:12]2[N:13]([CH3:28])[C:14]3[C:19]([N:20]=2)=[C:18]([N:21]2[CH2:26][CH2:25][O:24][CH2:23][CH2:22]2)[N:17]=[C:16](Cl)[N:15]=3)[CH2:7][CH2:6]1)([CH3:4])([CH3:3])[CH3:2].[CH2:29]([N:31]1[C:39](=[O:40])[C:38]2[C:33](=[CH:34][CH:35]=[CH:36][CH:37]=2)[NH:32]1)[CH3:30], predict the reaction product. The product is: [C:1]([N:5]1[CH2:10][CH2:9][N:8]([CH2:11][C:12]2[N:13]([CH3:28])[C:14]3[C:19]([N:20]=2)=[C:18]([N:21]2[CH2:26][CH2:25][O:24][CH2:23][CH2:22]2)[N:17]=[C:16]([N:32]2[C:33]4[C:38](=[CH:37][CH:36]=[CH:35][CH:34]=4)[C:39](=[O:40])[N:31]2[CH2:29][CH3:30])[N:15]=3)[CH2:7][CH2:6]1)([CH3:4])([CH3:3])[CH3:2]. (3) The product is: [CH2:3]([N:10]1[CH2:11][CH2:12][C:13](=[O:15])[C:24]([CH3:25])([CH3:26])[CH2:1]1)[C:4]1[CH:9]=[CH:8][CH:7]=[CH:6][CH:5]=1. Given the reactants [CH2:1]=O.[CH2:3]([NH2:10])[C:4]1[CH:9]=[CH:8][CH:7]=[CH:6][CH:5]=1.[CH3:11][CH:12](C)[C:13](=[O:15])C.Cl.C(N([CH:24]([CH3:26])[CH3:25])C(C)C)C.[OH-].[K+], predict the reaction product. (4) Given the reactants [N+:1]([C:4]1[CH:10]=[CH:9][C:7]([NH2:8])=[CH:6][CH:5]=1)([O-:3])=[O:2].Cl.[N:12]([O-])=O.[Na+].[CH3:16][C:17]1[CH:18]=[C:19]([O:24][CH2:25][CH2:26][CH2:27][CH2:28][CH3:29])[CH:20]=[C:21]([CH3:23])[CH:22]=1, predict the reaction product. The product is: [CH3:23][C:21]1[CH:20]=[C:19]([O:24][CH2:25][CH2:26][CH2:27][CH2:28][CH3:29])[CH:18]=[C:17]([CH3:16])[C:22]=1[N:12]=[N:8][C:7]1[CH:9]=[CH:10][C:4]([N+:1]([O-:3])=[O:2])=[CH:5][CH:6]=1. (5) Given the reactants [CH:1]1([N:6]2[C:10]3[N:11]=[C:12]([C@H:16]4[C@H:20]([CH3:21])[CH2:19][NH:18][CH2:17]4)[NH:13][C:14](=[O:15])[C:9]=3[CH:8]=[N:7]2)[CH2:5][CH2:4][CH2:3][CH2:2]1.[CH3:22][N:23]([CH3:32])[C:24]1[N:29]=[C:28]([CH:30]=O)[CH:27]=[CH:26][N:25]=1, predict the reaction product. The product is: [CH:1]1([N:6]2[C:10]3[N:11]=[C:12]([C@H:16]4[C@H:20]([CH3:21])[CH2:19][N:18]([CH2:30][C:28]5[CH:27]=[CH:26][N:25]=[C:24]([N:23]([CH3:32])[CH3:22])[N:29]=5)[CH2:17]4)[NH:13][C:14](=[O:15])[C:9]=3[CH:8]=[N:7]2)[CH2:5][CH2:4][CH2:3][CH2:2]1. (6) Given the reactants [C:1]([N:20]1[CH:24]=[C:23]([CH:25]2[C:33](=[O:34])[C:32]3[C:27](=[CH:28][CH:29]=[CH:30][CH:31]=3)[C:26]2=[O:35])[N:22]=[CH:21]1)([C:14]1[CH:19]=[CH:18][CH:17]=[CH:16][CH:15]=1)([C:8]1[CH:13]=[CH:12][CH:11]=[CH:10][CH:9]=1)[C:2]1[CH:7]=[CH:6][CH:5]=[CH:4][CH:3]=1.[CH2:36](I)[CH3:37].C(=O)([O-])[O-].[K+].[K+], predict the reaction product. The product is: [CH2:36]([C:25]1([C:23]2[N:22]=[CH:21][N:20]([C:1]([C:14]3[CH:19]=[CH:18][CH:17]=[CH:16][CH:15]=3)([C:2]3[CH:7]=[CH:6][CH:5]=[CH:4][CH:3]=3)[C:8]3[CH:9]=[CH:10][CH:11]=[CH:12][CH:13]=3)[CH:24]=2)[C:26](=[O:35])[C:27]2[C:32](=[CH:31][CH:30]=[CH:29][CH:28]=2)[C:33]1=[O:34])[CH3:37]. (7) Given the reactants [OH:1][CH:2]1[CH2:5][N:4]([C:6]([N:8]2[CH2:13][CH:12]([C:14]3[CH:19]=[CH:18][C:17]([C:20]([F:23])([F:22])[F:21])=[CH:16][CH:15]=3)[CH2:11][CH:10]([C:24]([OH:26])=O)[CH2:9]2)=[O:7])[CH2:3]1.[Cl:27][C:28]1[CH:33]=[CH:32][CH:31]=[CH:30][C:29]=1[C:34](=[N:36]O)[NH2:35], predict the reaction product. The product is: [Cl:27][C:28]1[CH:33]=[CH:32][CH:31]=[CH:30][C:29]=1[C:34]1[N:36]=[C:24]([CH:10]2[CH2:11][CH:12]([C:14]3[CH:19]=[CH:18][C:17]([C:20]([F:22])([F:21])[F:23])=[CH:16][CH:15]=3)[CH2:13][N:8]([C:6]([N:4]3[CH2:5][CH:2]([OH:1])[CH2:3]3)=[O:7])[CH2:9]2)[O:26][N:35]=1.